This data is from Full USPTO retrosynthesis dataset with 1.9M reactions from patents (1976-2016). The task is: Predict the reactants needed to synthesize the given product. Given the product [NH:5]1[CH:6]=[CH:7][C:2](=[O:1])[C:3]2=[CH:13][CH:12]=[CH:11][N:4]12, predict the reactants needed to synthesize it. The reactants are: [O:1]=[C:2]1[C:7](C(O)=O)=[CH:6][NH:5][N:4]2[CH:11]=[CH:12][CH:13]=[C:3]12.